This data is from Peptide-MHC class I binding affinity with 185,985 pairs from IEDB/IMGT. The task is: Regression. Given a peptide amino acid sequence and an MHC pseudo amino acid sequence, predict their binding affinity value. This is MHC class I binding data. (1) The peptide sequence is QELLRLTVW. The MHC is H-2-Kk with pseudo-sequence H-2-Kk. The binding affinity (normalized) is 0.739. (2) The peptide sequence is REVLNVRYM. The MHC is HLA-B57:01 with pseudo-sequence HLA-B57:01. The binding affinity (normalized) is 0.0847. (3) The binding affinity (normalized) is 0.224. The MHC is H-2-Kb with pseudo-sequence H-2-Kb. The peptide sequence is YAKLSGAFL.